From a dataset of Reaction yield outcomes from USPTO patents with 853,638 reactions. Predict the reaction yield, written as a fraction of the theoretical maximum amount of product (1.0 means a 100% yield; for example, 0.34 means a 34% yield). (1) The reactants are [CH3:1][O:2][C:3]1[CH:13]=[CH:12][CH:11]=[C:5]2[C:6]([NH:8][C:9](=O)[C:4]=12)=O.B.CO.Cl. The catalyst is O1CCCC1. The product is [CH3:1][O:2][C:3]1[CH:13]=[CH:12][CH:11]=[C:5]2[C:4]=1[CH2:9][NH:8][CH2:6]2. The yield is 0.590. (2) The reactants are [Cl:1][C:2]1[N:7]=[N:6][C:5]([NH2:8])=[CH:4][CH:3]=1.[S:9](Cl)([C:12]1[CH:18]=[CH:17][C:15]([CH3:16])=[CH:14][CH:13]=1)(=[O:11])=[O:10]. The catalyst is N1C=CC=CC=1. The product is [Cl:1][C:2]1[N:7]=[N:6][C:5]([NH:8][S:9]([C:12]2[CH:18]=[CH:17][C:15]([CH3:16])=[CH:14][CH:13]=2)(=[O:11])=[O:10])=[CH:4][CH:3]=1. The yield is 0.260.